From a dataset of NCI-60 drug combinations with 297,098 pairs across 59 cell lines. Regression. Given two drug SMILES strings and cell line genomic features, predict the synergy score measuring deviation from expected non-interaction effect. (1) Drug 1: C1=CN(C(=O)N=C1N)C2C(C(C(O2)CO)O)O.Cl. Drug 2: CC1CCC2CC(C(=CC=CC=CC(CC(C(=O)C(C(C(=CC(C(=O)CC(OC(=O)C3CCCCN3C(=O)C(=O)C1(O2)O)C(C)CC4CCC(C(C4)OC)O)C)C)O)OC)C)C)C)OC. Cell line: UACC-257. Synergy scores: CSS=2.82, Synergy_ZIP=0.353, Synergy_Bliss=0.773, Synergy_Loewe=-1.30, Synergy_HSA=-1.31. (2) Drug 1: CC1=C(C=C(C=C1)C(=O)NC2=CC(=CC(=C2)C(F)(F)F)N3C=C(N=C3)C)NC4=NC=CC(=N4)C5=CN=CC=C5. Drug 2: C(CN)CNCCSP(=O)(O)O. Cell line: COLO 205. Synergy scores: CSS=6.67, Synergy_ZIP=-1.61, Synergy_Bliss=-0.337, Synergy_Loewe=4.63, Synergy_HSA=-0.600. (3) Drug 1: CC=C1C(=O)NC(C(=O)OC2CC(=O)NC(C(=O)NC(CSSCCC=C2)C(=O)N1)C(C)C)C(C)C. Drug 2: CCC1(C2=C(COC1=O)C(=O)N3CC4=CC5=C(C=CC(=C5CN(C)C)O)N=C4C3=C2)O.Cl. Cell line: OVCAR-5. Synergy scores: CSS=63.7, Synergy_ZIP=-0.261, Synergy_Bliss=2.12, Synergy_Loewe=-12.5, Synergy_HSA=3.62. (4) Drug 1: CC12CCC3C(C1CCC2=O)CC(=C)C4=CC(=O)C=CC34C. Drug 2: C1=CN(C(=O)N=C1N)C2C(C(C(O2)CO)O)O.Cl. Cell line: SR. Synergy scores: CSS=34.9, Synergy_ZIP=-5.68, Synergy_Bliss=-4.15, Synergy_Loewe=-13.9, Synergy_HSA=-3.08. (5) Drug 2: CC(C)CN1C=NC2=C1C3=CC=CC=C3N=C2N. Drug 1: CC1OCC2C(O1)C(C(C(O2)OC3C4COC(=O)C4C(C5=CC6=C(C=C35)OCO6)C7=CC(=C(C(=C7)OC)O)OC)O)O. Cell line: RPMI-8226. Synergy scores: CSS=39.0, Synergy_ZIP=0.557, Synergy_Bliss=-5.01, Synergy_Loewe=-15.2, Synergy_HSA=-6.46. (6) Drug 1: C1=CC(=CC=C1C#N)C(C2=CC=C(C=C2)C#N)N3C=NC=N3. Drug 2: CC1=C(C=C(C=C1)NC(=O)C2=CC=C(C=C2)CN3CCN(CC3)C)NC4=NC=CC(=N4)C5=CN=CC=C5. Cell line: MDA-MB-231. Synergy scores: CSS=-11.2, Synergy_ZIP=1.59, Synergy_Bliss=-3.53, Synergy_Loewe=-15.7, Synergy_HSA=-15.4.